From a dataset of Blood-brain barrier permeability classification from the B3DB database. Regression/Classification. Given a drug SMILES string, predict its absorption, distribution, metabolism, or excretion properties. Task type varies by dataset: regression for continuous measurements (e.g., permeability, clearance, half-life) or binary classification for categorical outcomes (e.g., BBB penetration, CYP inhibition). Dataset: b3db_classification. (1) The drug is CCN[C@@H]1[C@H]2CC[C@H](C2)[C@H]1c1ccccc1. The result is 1 (penetrates BBB). (2) The molecule is CC(=O)c1ccc2c(c1)N(CCCN1CCN(CCO)CC1)c1ccccc1S2. The result is 1 (penetrates BBB). (3) The drug is Cc1ccccc1N1C(=O)c2cc(S(N)(=O)=O)c(Cl)cc2N[C@@H]1C. The result is 1 (penetrates BBB). (4) The drug is O=C(NCC1CN(c2ccc(N3CCOCC3=O)cc2)C(=O)O1)c1ccc(Cl)s1. The result is 0 (does not penetrate BBB). (5) The drug is CCC(=O)OC1(C(=O)SC)C(C)CC2C3CC(F)C4=CC(=O)C=CC4(C)C3(F)C(O)CC21C. The result is 1 (penetrates BBB). (6) The compound is Cc1cc2c(s1)Nc1ccc(F)cc1N=C2N1CCN(C)CC1. The result is 1 (penetrates BBB). (7) The molecule is CC/C(=C(/c1ccccc1)c1ccc(OCCN(C)C)cc1)c1ccccc1. The result is 1 (penetrates BBB).